This data is from Retrosynthesis with 50K atom-mapped reactions and 10 reaction types from USPTO. The task is: Predict the reactants needed to synthesize the given product. The reactants are: ClCc1ccccc1.Oc1ccc2cc(O)ccc2c1. Given the product Oc1ccc2cc(OCc3ccccc3)ccc2c1, predict the reactants needed to synthesize it.